This data is from Reaction yield outcomes from USPTO patents with 853,638 reactions. The task is: Predict the reaction yield, written as a fraction of the theoretical maximum amount of product (1.0 means a 100% yield; for example, 0.34 means a 34% yield). (1) No catalyst specified. The reactants are CS(O[CH2:6][CH2:7][N:8]1[CH:12]=[C:11]([C:13]2[CH:18]=[C:17]([C:19]([O:21]C)=[O:20])[CH:16]=[CH:15][N:14]=2)[N:10]=[CH:9]1)(=O)=O.Cl.[Cl:24][C:25]1[CH:26]=[C:27]2[C:31](=[CH:32][CH:33]=1)[CH2:30][NH:29][CH2:28]2. The yield is 0.170. The product is [Cl:24][C:25]1[CH:26]=[C:27]2[C:31](=[CH:32][CH:33]=1)[CH2:30][N:29]([CH2:6][CH2:7][N:8]1[CH:12]=[C:11]([C:13]3[CH:18]=[C:17]([C:19]([OH:21])=[O:20])[CH:16]=[CH:15][N:14]=3)[N:10]=[CH:9]1)[CH2:28]2. (2) The catalyst is O1CCCC1. The reactants are [CH3:1][C:2]1[C:3]([NH:8][C:9](=O)OC(C)(C)C)=[N:4][CH:5]=[CH:6][CH:7]=1.[CH2:16]([Li])[CH2:17][CH2:18][CH3:19].CN(OC)C(C1(C)CC1)=O.Cl. The yield is 0.800. The product is [CH3:16][C:17]1([C:9]2[NH:8][C:3]3=[N:4][CH:5]=[CH:6][CH:7]=[C:2]3[CH:1]=2)[CH2:19][CH2:18]1.